Predict the reactants needed to synthesize the given product. From a dataset of Full USPTO retrosynthesis dataset with 1.9M reactions from patents (1976-2016). (1) Given the product [C:8]([O:12][C:13](=[O:41])[NH:14][C@@H:15]([CH2:16][N:17]1[CH2:22][C:21](=[O:23])[N:20]([C:24]2[CH:29]=[CH:28][CH:27]=[CH:26][C:25]=2[Cl:30])[CH2:19][C:18]1([CH3:32])[CH3:31])[C@@H:33]([OH:34])[CH2:37][C@H:36]([C:35](=[O:40])[NH:45][CH2:44][C:43]([CH3:47])([CH3:46])[CH3:42])[CH2:38][CH3:39])([CH3:9])([CH3:11])[CH3:10], predict the reactants needed to synthesize it. The reactants are: OC1C=CC=CN=1.[C:8]([O:12][C:13](=[O:41])[NH:14][C@H:15]([C@@H:33]1[CH2:37][C@@H:36]([CH2:38][CH3:39])[C:35](=[O:40])[O:34]1)[CH2:16][N:17]1[CH2:22][C:21](=[O:23])[N:20]([C:24]2[CH:29]=[CH:28][CH:27]=[CH:26][C:25]=2[Cl:30])[CH2:19][C:18]1([CH3:32])[CH3:31])([CH3:11])([CH3:10])[CH3:9].[CH3:42][C:43]([CH3:47])([CH3:46])[CH2:44][NH2:45]. (2) Given the product [Br:1][C:2]1[CH:7]=[CH:6][C:5]([C:8]2([C:9]#[N:10])[CH2:16][CH2:15]2)=[CH:4][C:3]=1[F:11], predict the reactants needed to synthesize it. The reactants are: [Br:1][C:2]1[CH:7]=[CH:6][C:5]([CH2:8][C:9]#[N:10])=[CH:4][C:3]=1[F:11].[OH-].[Na+].Br[CH2:15][CH2:16]Cl. (3) Given the product [CH3:1][C:2]1[CH:3]=[CH:4][CH:5]=[C:6]2[C:11]=1[C:10](=[O:12])[N:9]([C:13]1[CH:18]=[CH:17][CH:16]=[CH:15][C:14]=1[CH3:19])[C:8]([CH2:20][N:21]([CH3:37])[C:22]1[N:30]=[CH:29][N:28]=[C:27]3[C:23]=1[N:24]=[CH:25][NH:26]3)=[CH:7]2, predict the reactants needed to synthesize it. The reactants are: [CH3:1][C:2]1[CH:3]=[CH:4][CH:5]=[C:6]2[C:11]=1[C:10](=[O:12])[N:9]([C:13]1[CH:18]=[CH:17][CH:16]=[CH:15][C:14]=1[CH3:19])[C:8]([CH2:20][N:21]([CH3:37])[C:22]1[N:30]=[CH:29][N:28]=[C:27]3[C:23]=1[N:24]=[CH:25][N:26]3C1CCCCO1)=[CH:7]2.C([O-])(O)=O.[Na+]. (4) Given the product [CH:18]([C:15]1[N:14]=[C:13]([N:10]2[CH2:11][CH2:12][CH:7]([N:4]3[CH2:5][CH2:6][CH:2]([O:30][C:27]4[CH:28]=[CH:29][C:24]([S:23][CH3:22])=[CH:25][CH:26]=4)[C:3]3=[O:21])[CH2:8][CH2:9]2)[S:17][N:16]=1)([CH3:20])[CH3:19], predict the reactants needed to synthesize it. The reactants are: Br[CH:2]1[CH2:6][CH2:5][N:4]([CH:7]2[CH2:12][CH2:11][N:10]([C:13]3[S:17][N:16]=[C:15]([CH:18]([CH3:20])[CH3:19])[N:14]=3)[CH2:9][CH2:8]2)[C:3]1=[O:21].[CH3:22][S:23][C:24]1[CH:29]=[CH:28][C:27]([OH:30])=[CH:26][CH:25]=1.C([O-])([O-])=O.[K+].[K+]. (5) The reactants are: C1(C2[S:8][CH2:9][CH:10]([C:12](O)=O)[N:11]=2)C=CC=CC=1.CI.[CH:17]([N-]C(C)C)(C)C.[Li+].[OH-:25].[Li+].[CH3:27][OH:28]. Given the product [CH3:17][O:25][C:27](=[O:28])[C@@:10]([CH3:12])([CH2:9][SH:8])[NH2:11], predict the reactants needed to synthesize it. (6) Given the product [ClH:1].[F:7][C:8]1[CH:13]=[CH:12][CH:11]=[C:10]([OH:14])[C:9]=1[C:15]1[N:24]=[C:23]([N:25]2[CH2:29][CH2:28][C@@H:27]([NH:30][C:31]([CH:33]3[CH2:34][CH2:35]3)=[O:32])[CH2:26]2)[C:22]2[C:17](=[CH:18][C:19]([CH3:36])=[CH:20][CH:21]=2)[N:16]=1, predict the reactants needed to synthesize it. The reactants are: [ClH:1].CCOCC.[F:7][C:8]1[CH:13]=[CH:12][CH:11]=[C:10]([OH:14])[C:9]=1[C:15]1[N:24]=[C:23]([N:25]2[CH2:29][CH2:28][C@@H:27]([NH:30][C:31]([CH:33]3[CH2:35][CH2:34]3)=[O:32])[CH2:26]2)[C:22]2[C:17](=[CH:18][C:19]([CH3:36])=[CH:20][CH:21]=2)[N:16]=1.